Dataset: Peptide-MHC class I binding affinity with 185,985 pairs from IEDB/IMGT. Task: Regression. Given a peptide amino acid sequence and an MHC pseudo amino acid sequence, predict their binding affinity value. This is MHC class I binding data. (1) The peptide sequence is SIINHKFCNL. The MHC is HLA-A02:06 with pseudo-sequence HLA-A02:06. The binding affinity (normalized) is 0.360. (2) The peptide sequence is ILMIFISSFL. The MHC is HLA-A11:01 with pseudo-sequence HLA-A11:01. The binding affinity (normalized) is 0.308. (3) The peptide sequence is SAVVDNKLK. The MHC is HLA-A33:01 with pseudo-sequence HLA-A33:01. The binding affinity (normalized) is 0.